From a dataset of Peptide-MHC class I binding affinity with 185,985 pairs from IEDB/IMGT. Regression. Given a peptide amino acid sequence and an MHC pseudo amino acid sequence, predict their binding affinity value. This is MHC class I binding data. (1) The peptide sequence is IRFPKTFGY. The MHC is HLA-B15:01 with pseudo-sequence HLA-B15:01. The binding affinity (normalized) is 0.401. (2) The peptide sequence is LAYTIGTTHF. The MHC is HLA-B35:01 with pseudo-sequence HLA-B35:01. The binding affinity (normalized) is 0.330.